Dataset: NCI-60 drug combinations with 297,098 pairs across 59 cell lines. Task: Regression. Given two drug SMILES strings and cell line genomic features, predict the synergy score measuring deviation from expected non-interaction effect. (1) Drug 1: C1=CN(C=N1)CC(O)(P(=O)(O)O)P(=O)(O)O. Drug 2: CC1C(C(CC(O1)OC2CC(CC3=C2C(=C4C(=C3O)C(=O)C5=C(C4=O)C(=CC=C5)OC)O)(C(=O)CO)O)N)O.Cl. Cell line: NCI-H226. Synergy scores: CSS=21.8, Synergy_ZIP=2.62, Synergy_Bliss=1.88, Synergy_Loewe=-12.4, Synergy_HSA=0.528. (2) Drug 1: CC1=C(C(CCC1)(C)C)C=CC(=CC=CC(=CC(=O)O)C)C. Drug 2: CC1=C(C=C(C=C1)NC(=O)C2=CC=C(C=C2)CN3CCN(CC3)C)NC4=NC=CC(=N4)C5=CN=CC=C5. Cell line: NCI-H522. Synergy scores: CSS=-0.870, Synergy_ZIP=4.02, Synergy_Bliss=-2.67, Synergy_Loewe=-1.95, Synergy_HSA=-2.30. (3) Drug 1: C1=NC2=C(N=C(N=C2N1C3C(C(C(O3)CO)O)F)Cl)N. Drug 2: CC1CCC2CC(C(=CC=CC=CC(CC(C(=O)C(C(C(=CC(C(=O)CC(OC(=O)C3CCCCN3C(=O)C(=O)C1(O2)O)C(C)CC4CCC(C(C4)OC)O)C)C)O)OC)C)C)C)OC. Cell line: NCI-H322M. Synergy scores: CSS=5.97, Synergy_ZIP=0.259, Synergy_Bliss=6.29, Synergy_Loewe=4.54, Synergy_HSA=4.71. (4) Drug 1: CC1=C(C(=O)C2=C(C1=O)N3CC4C(C3(C2COC(=O)N)OC)N4)N. Drug 2: N.N.Cl[Pt+2]Cl. Cell line: UACC62. Synergy scores: CSS=47.0, Synergy_ZIP=-10.1, Synergy_Bliss=-5.90, Synergy_Loewe=-13.0, Synergy_HSA=-0.259.